From a dataset of Reaction yield outcomes from USPTO patents with 853,638 reactions. Predict the reaction yield, written as a fraction of the theoretical maximum amount of product (1.0 means a 100% yield; for example, 0.34 means a 34% yield). (1) The reactants are C([N-]C(C)C)(C)C.[Li+].[Cl:9][C:10]1[CH:11]=[C:12]([C:16]2[CH:24]=[CH:23][CH:22]=[C:21]3[C:17]=2[CH2:18][CH2:19][C:20]3=[O:25])[CH:13]=[CH:14][CH:15]=1.Br[CH2:27][C:28]1[CH:37]=[CH:36][C:31]([C:32]([O:34][CH3:35])=[O:33])=[CH:30][CH:29]=1. The catalyst is C1COCC1. The product is [Cl:9][C:10]1[CH:11]=[C:12]([C:16]2[CH:24]=[CH:23][CH:22]=[C:21]3[C:17]=2[CH2:18][CH:19]([CH2:27][C:28]2[CH:37]=[CH:36][C:31]([C:32]([O:34][CH3:35])=[O:33])=[CH:30][CH:29]=2)[C:20]3=[O:25])[CH:13]=[CH:14][CH:15]=1. The yield is 0.0500. (2) The reactants are [CH2:1]([O:3][C:4](=[O:19])[CH:5]([C:17]#[N:18])[C:6]1[CH:11]=[CH:10][C:9]([C:12]#[N:13])=[CH:8][C:7]=1[N+:14]([O-])=O)[CH3:2]. The catalyst is C(O)(=O)C.[Zn]. The product is [CH2:1]([O:3][C:4]([C:5]1[C:6]2[C:7](=[CH:8][C:9]([C:12]#[N:13])=[CH:10][CH:11]=2)[NH:14][C:17]=1[NH2:18])=[O:19])[CH3:2]. The yield is 0.690. (3) The reactants are [H-].[Al+3].[Li+].[H-].[H-].[H-].[NH:7]1[CH2:12][CH2:11][O:10][CH:9]([CH2:13][N:14]2[CH2:19][CH2:18][N:17]([C:20](OC(C)(C)C)=O)[CH2:16][CH2:15]2)[CH2:8]1.[OH-].[Na+].C(Cl)(Cl)Cl. The catalyst is O1CCCC1. The product is [CH3:20][N:17]1[CH2:16][CH2:15][N:14]([CH2:13][CH:9]2[O:10][CH2:11][CH2:12][NH:7][CH2:8]2)[CH2:19][CH2:18]1. The yield is 0.660. (4) The reactants are Cl[C:2]1[CH:7]=[CH:6][C:5]([CH3:8])=[CH:4][C:3]=1[N+:9]([O-:11])=[O:10].[CH2:12]([Sn](CCCC)(CCCC)CCCC)[CH:13]=[CH2:14]. The catalyst is Cl[Pd](Cl)([P](C1C=CC=CC=1)(C1C=CC=CC=1)C1C=CC=CC=1)[P](C1C=CC=CC=1)(C1C=CC=CC=1)C1C=CC=CC=1.ClCCCl. The product is [CH2:14]([C:2]1[CH:7]=[CH:6][C:5]([CH3:8])=[CH:4][C:3]=1[N+:9]([O-:11])=[O:10])[CH:13]=[CH2:12]. The yield is 0.840. (5) The reactants are C(O[C:4]([C:6]1[N:7]([CH2:23][CH2:24][CH2:25][NH2:26])[C:8]2[C:13]([CH:14]=1)=[CH:12][C:11]([O:15][CH2:16][C:17]1[CH:22]=[CH:21][CH:20]=[CH:19][CH:18]=1)=[CH:10][CH:9]=2)=[O:5])C.[H-].[Na+]. The catalyst is CN(C)C=O.O.ClCCl. The product is [CH2:16]([O:15][C:11]1[CH:10]=[CH:9][C:8]2[N:7]3[CH2:23][CH2:24][CH2:25][NH:26][C:4](=[O:5])[C:6]3=[CH:14][C:13]=2[CH:12]=1)[C:17]1[CH:22]=[CH:21][CH:20]=[CH:19][CH:18]=1. The yield is 0.670. (6) The reactants are Cl.[NH2:2][C:3]1[CH:30]=[CH:29][C:6]2[NH:7][C:8]([C:13]3[C:14](=[O:28])[C:15]([CH3:27])([CH2:24][CH2:25][CH3:26])[C:16]4[C:21]([C:22]=3[OH:23])=[CH:20][CH:19]=[CH:18][CH:17]=4)=[N:9][S:10](=[O:12])(=[O:11])[C:5]=2[CH:4]=1.[S:31](Cl)([CH3:34])(=[O:33])=[O:32].N1C=CC=CC=1. The catalyst is CC(C)=O. The product is [OH:23][C:22]1[C:21]2[C:16](=[CH:17][CH:18]=[CH:19][CH:20]=2)[C:15]([CH3:27])([CH2:24][CH2:25][CH3:26])[C:14](=[O:28])[C:13]=1[C:8]1[NH:7][C:6]2[CH:29]=[CH:30][C:3]([NH:2][S:31]([CH3:34])(=[O:33])=[O:32])=[CH:4][C:5]=2[S:10](=[O:12])(=[O:11])[N:9]=1. The yield is 0.890. (7) The reactants are [CH:1]([CH:4]1[N:9](C(OC(C)(C)C)=O)[CH2:8][CH2:7][N:6]2[C:17]3[CH:23]=[C:22]([S:24]([CH3:27])(=[O:26])=[O:25])[CH:21]=[CH:20][C:18]=3[N:19]=[C:5]12)([CH3:3])[CH3:2].C(O)(C(F)(F)F)=O. The catalyst is C(Cl)Cl. The product is [CH:1]([CH:4]1[NH:9][CH2:8][CH2:7][N:6]2[C:17]3[CH:23]=[C:22]([S:24]([CH3:27])(=[O:25])=[O:26])[CH:21]=[CH:20][C:18]=3[N:19]=[C:5]12)([CH3:3])[CH3:2]. The yield is 1.00.